The task is: Predict the reaction yield, written as a fraction of the theoretical maximum amount of product (1.0 means a 100% yield; for example, 0.34 means a 34% yield).. This data is from Reaction yield outcomes from USPTO patents with 853,638 reactions. The reactants are [CH2:1]([N:3]1[C:7]2=[N:8][C:9]([CH2:42][CH3:43])=[C:10]([CH2:19][NH:20][C:21](=[O:41])[CH2:22][C:23]([NH:25][CH2:26][C:27]3[CH:28]=[C:29]([C:33]4[CH:38]=[CH:37][CH:36]=[C:35]([CH:39]=O)[CH:34]=4)[CH:30]=[CH:31][CH:32]=3)=[O:24])[C:11]([NH:12][CH:13]3[CH2:18][CH2:17][O:16][CH2:15][CH2:14]3)=[C:6]2[CH:5]=[N:4]1)[CH3:2].[CH:44]12[CH2:50][CH:47]([NH:48][CH2:49]1)[CH2:46][N:45]2C(OC(C)(C)C)=O.[BH-](OC(C)=O)(OC(C)=O)OC(C)=O.[Na+].CC(O)=O.C(O)(C(F)(F)F)=O. The catalyst is CS(C)=O.ClCCl. The product is [CH:44]12[CH2:50][CH:47]([NH:48][CH2:49]1)[CH2:46][N:45]2[CH2:39][C:35]1[CH:34]=[C:33]([C:29]2[CH:30]=[CH:31][CH:32]=[C:27]([CH2:26][NH:25][C:23](=[O:24])[CH2:22][C:21]([NH:20][CH2:19][C:10]3[C:11]([NH:12][CH:13]4[CH2:18][CH2:17][O:16][CH2:15][CH2:14]4)=[C:6]4[CH:5]=[N:4][N:3]([CH2:1][CH3:2])[C:7]4=[N:8][C:9]=3[CH2:42][CH3:43])=[O:41])[CH:28]=2)[CH:38]=[CH:37][CH:36]=1. The yield is 0.110.